This data is from Reaction yield outcomes from USPTO patents with 853,638 reactions. The task is: Predict the reaction yield, written as a fraction of the theoretical maximum amount of product (1.0 means a 100% yield; for example, 0.34 means a 34% yield). (1) The reactants are [F:1][C:2]([F:21])([F:20])[C:3]1[CH:19]=[CH:18][C:6]([C:7]([CH2:9][CH2:10][CH2:11][CH2:12][CH2:13][CH2:14][C:15](O)=[O:16])=[O:8])=[CH:5][CH:4]=1.[NH2:22][OH:23].Cl. The catalyst is C(N(CC)CC)C. The product is [OH:23][NH:22][C:15](=[O:16])[CH2:14][CH2:13][CH2:12][CH2:11][CH2:10][CH2:9][C:7](=[O:8])[C:6]1[CH:18]=[CH:19][C:3]([C:2]([F:21])([F:20])[F:1])=[CH:4][CH:5]=1. The yield is 0.350. (2) The reactants are [NH:1]1[CH:5]=[CH:4][N:3]=[C:2]1[C:6]([OH:8])=O.Cl.[C:10]([O:14][C:15](=[O:19])[C@H:16]([CH3:18])[NH2:17])([CH3:13])([CH3:12])[CH3:11].C(N(C(C)C)CC)(C)C.C1C=CC2N(O)N=NC=2C=1.CCN=C=NCCCN(C)C.Cl. The catalyst is CN(C)C=O. The product is [C:10]([O:14][C:15](=[O:19])[C@@H:16]([NH:17][C:6]([C:2]1[NH:1][CH:5]=[CH:4][N:3]=1)=[O:8])[CH3:18])([CH3:13])([CH3:12])[CH3:11]. The yield is 0.730. (3) The reactants are [NH:1]1[C:5](=[O:6])[CH2:4][CH2:3][C@H:2]1[C:7]([OH:9])=[O:8].O.[C:11]1(C)[CH:16]=CC(S(O)(=O)=O)=C[CH:12]=1. The catalyst is C(O)(C)C.CCOCC. The product is [NH:1]1[C:5](=[O:6])[CH2:4][CH2:3][C@H:2]1[C:7]([O:9][CH:11]([CH3:16])[CH3:12])=[O:8]. The yield is 0.960. (4) The reactants are CC(OI1(OC(C)=O)(OC(C)=O)OC(=O)C2C=CC=CC1=2)=O.[CH3:23][O:24][C:25]1[CH:26]=[C:27]2[C:32](=[CH:33][C:34]=1[O:35][CH3:36])[O:31][CH2:30][CH2:29][CH:28]2[CH:37]([C:39]1[CH:40]=[C:41]2[C:46](=[CH:47][CH:48]=1)[O:45][C:44]([CH3:50])([CH3:49])[CH:43]=[CH:42]2)[OH:38]. The catalyst is C(Cl)Cl.S([O-])([O-])(=O)=S.[Na+].[Na+]. The product is [CH3:23][O:24][C:25]1[CH:26]=[C:27]2[C:32](=[CH:33][C:34]=1[O:35][CH3:36])[O:31][CH2:30][CH2:29][CH:28]2[C:37]([C:39]1[CH:40]=[C:41]2[C:46](=[CH:47][CH:48]=1)[O:45][C:44]([CH3:50])([CH3:49])[CH:43]=[CH:42]2)=[O:38]. The yield is 0.550.